From a dataset of Catalyst prediction with 721,799 reactions and 888 catalyst types from USPTO. Predict which catalyst facilitates the given reaction. (1) Reactant: C([O:4][C@@H:5]1[C@H:9]([O:10][CH2:11][C:12]2[CH:17]=[CH:16][CH:15]=[CH:14][CH:13]=2)[C@:8]([CH2:21][O:22][CH2:23][C:24]2[CH:29]=[CH:28][CH:27]=[CH:26][CH:25]=2)([CH:18]([F:20])[F:19])[O:7][C@H:6]1[N:30]1[CH:35]=[C:34]([Cl:36])[C:33]([NH2:37])=[N:32][C:31]1=[O:38])(=O)C.CO. Product: [NH2:37][C:33]1[C:34]([Cl:36])=[CH:35][N:30]([C@H:6]2[C@H:5]([OH:4])[C@H:9]([O:10][CH2:11][C:12]3[CH:13]=[CH:14][CH:15]=[CH:16][CH:17]=3)[C@:8]([CH2:21][O:22][CH2:23][C:24]3[CH:29]=[CH:28][CH:27]=[CH:26][CH:25]=3)([CH:18]([F:19])[F:20])[O:7]2)[C:31](=[O:38])[N:32]=1. The catalyst class is: 328. (2) Reactant: C(OC[O:5][C:6]1[CH:11]=[CH:10][C:9]([C:12]([F:18])([F:17])[C:13]([F:16])([F:15])[F:14])=[CH:8][CH:7]=1)C.CC(C)=O.Cl. Product: [F:17][C:12]([F:18])([C:9]1[CH:10]=[CH:11][C:6]([OH:5])=[CH:7][CH:8]=1)[C:13]([F:14])([F:16])[F:15]. The catalyst class is: 6. (3) Reactant: ClC(OCC(C)C)=O.[CH2:9]([O:11][C:12]([C:14]1([C:20]([OH:22])=O)[CH2:18][CH2:17][C:16](=[O:19])[CH2:15]1)=[O:13])[CH3:10].CN1CCOCC1.C(N(CC)CC)C.Cl.[F:38][C:39]([F:43])([F:42])[CH2:40][NH2:41]. Product: [CH2:9]([O:11][C:12]([C:14]1([C:20](=[O:22])[NH:41][CH2:40][C:39]([F:43])([F:42])[F:38])[CH2:18][CH2:17][C:16](=[O:19])[CH2:15]1)=[O:13])[CH3:10]. The catalyst class is: 7. (4) Reactant: [CH:1]1([NH:4][C:5]2[N:10]3[N:11]=[CH:12][C:13]([CH:14]=[O:15])=[C:9]3[N:8]=[C:7]([C:16]3[CH:17]=[CH:18][C:19]([F:25])=[C:20]([CH:24]=3)[C:21](O)=[O:22])[CH:6]=2)[CH2:3][CH2:2]1.CCN=C=NCCCN(C)C.C1C=CC2N(O)N=NC=2C=1.[NH:47]1[CH2:52][CH2:51][O:50][CH2:49][CH2:48]1. Product: [CH:1]1([NH:4][C:5]2[N:10]3[N:11]=[CH:12][C:13]([CH:14]=[O:15])=[C:9]3[N:8]=[C:7]([C:16]3[CH:17]=[CH:18][C:19]([F:25])=[C:20]([C:21]([N:47]4[CH2:52][CH2:51][O:50][CH2:49][CH2:48]4)=[O:22])[CH:24]=3)[CH:6]=2)[CH2:2][CH2:3]1. The catalyst class is: 39. (5) Reactant: [OH:1][C:2]1[C:3](=[O:33])[CH:4]=[C:5]([NH:22][CH2:23][CH2:24][CH2:25][C:26]([O:28]C(C)(C)C)=[O:27])[C:6](=[O:21])[C:7]=1[CH2:8][CH2:9][CH2:10][CH2:11][CH2:12][CH2:13][CH2:14][CH2:15][CH2:16][CH2:17][CH2:18][CH2:19][CH3:20].FC(F)(F)C(O)=O. Product: [OH:1][C:2]1[C:3](=[O:33])[CH:4]=[C:5]([NH:22][CH2:23][CH2:24][CH2:25][C:26]([OH:28])=[O:27])[C:6](=[O:21])[C:7]=1[CH2:8][CH2:9][CH2:10][CH2:11][CH2:12][CH2:13][CH2:14][CH2:15][CH2:16][CH2:17][CH2:18][CH2:19][CH3:20]. The catalyst class is: 4. (6) Reactant: [CH2:1]([O:8][C:9]1[CH:14]=[CH:13][CH:12]=[CH:11][C:10]=1[CH2:15]O)[C:2]1[CH:7]=[CH:6][CH:5]=[CH:4][CH:3]=1.S(Cl)([Cl:19])=O. Product: [CH2:1]([O:8][C:9]1[CH:14]=[CH:13][CH:12]=[CH:11][C:10]=1[CH2:15][Cl:19])[C:2]1[CH:7]=[CH:6][CH:5]=[CH:4][CH:3]=1. The catalyst class is: 22. (7) Reactant: [Si:1]([O:8][CH2:9][C:10]1[N:11]([CH3:24])[C:12]2[C:17]([CH:18]=1)=[CH:16][C:15]([CH:19]=[O:20])=[C:14]([C:21]([CH3:23])=[CH2:22])[CH:13]=2)([C:4]([CH3:7])([CH3:6])[CH3:5])([CH3:3])[CH3:2].[CH2:25]([Mg]Br)[CH2:26][CH:27]=[CH2:28]. Product: [Si:1]([O:8][CH2:9][C:10]1[N:11]([CH3:24])[C:12]2[C:17]([CH:18]=1)=[CH:16][C:15]([CH:19]([OH:20])[CH2:28][CH2:27][CH:26]=[CH2:25])=[C:14]([C:21]([CH3:23])=[CH2:22])[CH:13]=2)([C:4]([CH3:7])([CH3:6])[CH3:5])([CH3:3])[CH3:2]. The catalyst class is: 1. (8) Product: [Br:9][C:6]1[S:5][C:4]([CH2:1][CH2:2][CH3:3])=[CH:8][CH:7]=1. The catalyst class is: 9. Reactant: [CH2:1]([C:4]1[S:5][CH:6]=[CH:7][CH:8]=1)[CH2:2][CH3:3].[Br:9]N1C(=O)CCC1=O.